The task is: Predict the reaction yield, written as a fraction of the theoretical maximum amount of product (1.0 means a 100% yield; for example, 0.34 means a 34% yield).. This data is from Reaction yield outcomes from USPTO patents with 853,638 reactions. (1) The reactants are CO.[C:3]1([NH:9][C:10]2[O:11][C:12]3[CH:18]=[C:17]([CH2:19][C:20]([O:22]C)=[O:21])[CH:16]=[CH:15][C:13]=3[N:14]=2)[CH:8]=[CH:7][CH:6]=[CH:5][CH:4]=1.[OH-].[Na+]. The catalyst is O1CCCC1. The product is [C:3]1([NH:9][C:10]2[O:11][C:12]3[CH:18]=[C:17]([CH2:19][C:20]([OH:22])=[O:21])[CH:16]=[CH:15][C:13]=3[N:14]=2)[CH:4]=[CH:5][CH:6]=[CH:7][CH:8]=1. The yield is 0.800. (2) The reactants are C[O-].[Na+].[CH2:4]([N:6]1[C:11](=[O:12])[C:10]2=[N:13][O:14][C:15]([CH3:16])=[C:9]2[C:8]([C:17]2[CH:22]=[CH:21][CH:20]=[CH:19][CH:18]=2)=[N:7]1)[CH3:5].[CH:23](=O)[C:24]1[CH:29]=[CH:28][CH:27]=[CH:26][CH:25]=1. The catalyst is CO. The product is [CH2:4]([N:6]1[C:11](=[O:12])[C:10]2=[N:13][O:14][C:15]([CH:16]=[CH:23][C:24]3[CH:29]=[CH:28][CH:27]=[CH:26][CH:25]=3)=[C:9]2[C:8]([C:17]2[CH:22]=[CH:21][CH:20]=[CH:19][CH:18]=2)=[N:7]1)[CH3:5]. The yield is 0.760. (3) The reactants are [OH-].[K+].C([O:5][C:6]([C:8]1[C:13]([O:14][CH2:15][CH3:16])=[C:12]([N:17]2[CH2:22][CH2:21][O:20][CH2:19][CH2:18]2)[N:11]=[C:10]([C:23]2[CH:28]=[CH:27][C:26]([NH:29][C:30]([NH:32][C:33]3[CH:38]=[CH:37][CH:36]=[CH:35][CH:34]=3)=[O:31])=[CH:25][CH:24]=2)[N:9]=1)=[O:7])C.Cl. The catalyst is CO. The product is [CH2:15]([O:14][C:13]1[C:8]([C:6]([OH:7])=[O:5])=[N:9][C:10]([C:23]2[CH:28]=[CH:27][C:26]([NH:29][C:30]([NH:32][C:33]3[CH:34]=[CH:35][CH:36]=[CH:37][CH:38]=3)=[O:31])=[CH:25][CH:24]=2)=[N:11][C:12]=1[N:17]1[CH2:22][CH2:21][O:20][CH2:19][CH2:18]1)[CH3:16]. The yield is 0.970. (4) The reactants are [OH:1][C:2]1[CH:3]=[C:4]2[C:9](=[CH:10][CH:11]=1)[N:8]=[C:7]([C:12]1[CH:19]=[CH:18][C:15]([C:16]#[N:17])=[CH:14][CH:13]=1)[CH:6]=[CH:5]2.[NH2:20][OH:21].Cl. The catalyst is CCO. The product is [OH:21][NH:20][C:16](=[NH:17])[C:15]1[CH:14]=[CH:13][C:12]([C:7]2[CH:6]=[CH:5][C:4]3[C:9](=[CH:10][CH:11]=[C:2]([OH:1])[CH:3]=3)[N:8]=2)=[CH:19][CH:18]=1. The yield is 0.780. (5) The reactants are Br[C:2]1[C:11]2[C:6](=[CH:7][CH:8]=[CH:9][CH:10]=2)[C:5](=[O:12])[N:4]([CH3:13])[CH:3]=1.[B:14]1([B:14]2[O:18][C:17]([CH3:20])([CH3:19])[C:16]([CH3:22])([CH3:21])[O:15]2)[O:18][C:17]([CH3:20])([CH3:19])[C:16]([CH3:22])([CH3:21])[O:15]1.C([O-])(=O)C.[K+]. The catalyst is O1CCOCC1.C(OCC)(=O)C.C1C=CC(P(C2C=CC=CC=2)[C-]2C=CC=C2)=CC=1.C1C=CC(P(C2C=CC=CC=2)[C-]2C=CC=C2)=CC=1.Cl[Pd]Cl.[Fe+2]. The product is [CH3:13][N:4]1[CH:3]=[C:2]([B:14]2[O:18][C:17]([CH3:20])([CH3:19])[C:16]([CH3:22])([CH3:21])[O:15]2)[C:11]2[C:6](=[CH:7][CH:8]=[CH:9][CH:10]=2)[C:5]1=[O:12]. The yield is 0.370. (6) The product is [C:39]([O:38][C:36]([NH:35][C@@H:24]1[CH2:23][C@H:22]([C:21]2[CH:20]=[CH:19][N:18]=[CH:17][C:16]=2[NH:15][C:57](=[O:58])[C:55]2[CH:54]=[CH:53][C:52]([F:60])=[C:51]([C:45]3[C:44]([F:43])=[CH:49][CH:48]=[CH:47][C:46]=3[F:50])[N:56]=2)[CH2:27][C@H:26]([CH3:28])[C@@H:25]1[N:29]([CH3:34])[C:30](=[O:33])[O:31][CH3:32])=[O:37])([CH3:41])([CH3:40])[CH3:42].[C:39]([O:38][C:36]([NH:35][C@H:24]1[CH2:23][C@@H:22]([C:21]2[CH:20]=[CH:19][N:18]=[CH:17][C:16]=2[NH:15][C:57](=[O:59])[C:55]2[CH:54]=[CH:53][C:52]([F:60])=[C:51]([C:45]3[C:46]([F:50])=[CH:47][CH:48]=[CH:49][C:44]=3[F:43])[N:56]=2)[CH2:27][C@@H:26]([CH3:28])[C@H:25]1[N:29]([CH3:34])[C:30](=[O:33])[O:31][CH3:32])=[O:37])([CH3:42])([CH3:41])[CH3:40]. The yield is 0.150. The reactants are C(Cl)CCl.C1C=NC2N(O)N=NC=2C=1.[NH2:15][C:16]1[CH:17]=[N:18][CH:19]=[CH:20][C:21]=1[C@@H:22]1[CH2:27][C@H:26]([CH3:28])[C@H:25]([N:29]([CH3:34])[C:30](=[O:33])[O:31][CH3:32])[C@H:24]([NH:35][C:36]([O:38][C:39]([CH3:42])([CH3:41])[CH3:40])=[O:37])[CH2:23]1.[F:43][C:44]1[CH:49]=[CH:48][CH:47]=[C:46]([F:50])[C:45]=1[C:51]1[N:56]=[C:55]([C:57]([OH:59])=[O:58])[CH:54]=[CH:53][C:52]=1[F:60]. The catalyst is CN(C=O)C.O. (7) The reactants are [Cl:1][C:2]1[CH2:6][C:5]([CH3:8])([CH3:7])[CH2:4][C:3]=1[CH:9]=O.[CH2:11]([O:13][C:14]([CH:16]=P(C1C=CC=CC=1)(C1C=CC=CC=1)C1C=CC=CC=1)=[O:15])[CH3:12]. The catalyst is C1C=CC=CC=1. The product is [Cl:1][C:2]1[CH2:6][C:5]([CH3:7])([CH3:8])[CH2:4][C:3]=1/[CH:9]=[CH:16]/[C:14]([O:13][CH2:11][CH3:12])=[O:15]. The yield is 0.370.